From a dataset of Full USPTO retrosynthesis dataset with 1.9M reactions from patents (1976-2016). Predict the reactants needed to synthesize the given product. Given the product [C:1]([N:5]1[C:9]([C:10]2[CH:15]=[C:14]([F:16])[C:13]([F:17])=[CH:12][C:11]=2[F:18])=[C:8]([CH:27]=[O:28])[CH:7]=[N:6]1)([CH3:4])([CH3:3])[CH3:2], predict the reactants needed to synthesize it. The reactants are: [C:1]([N:5]1[C:9]([C:10]2[CH:15]=[C:14]([F:16])[C:13]([F:17])=[CH:12][C:11]=2[F:18])=[C:8](I)[CH:7]=[N:6]1)([CH3:4])([CH3:3])[CH3:2].C([Mg]Br)C.CN([CH:27]=[O:28])C.[Cl-].[NH4+].